The task is: Predict the reaction yield, written as a fraction of the theoretical maximum amount of product (1.0 means a 100% yield; for example, 0.34 means a 34% yield).. This data is from Reaction yield outcomes from USPTO patents with 853,638 reactions. (1) The reactants are [F:1][C:2]([F:25])([F:24])[C:3]1[CH:4]=[C:5]([NH:13][C:14](=[O:23])[C:15]2[CH:20]=[C:19]([I:21])[CH:18]=[CH:17][C:16]=2[OH:22])[CH:6]=[C:7]([C:9]([F:12])([F:11])[F:10])[CH:8]=1.[CH3:26][O:27][CH2:28]Cl.C(=O)([O-])[O-].[K+].[K+].Cl. The catalyst is CC(C)=O. The product is [F:25][C:2]([F:1])([F:24])[C:3]1[CH:4]=[C:5]([NH:13][C:14](=[O:23])[C:15]2[CH:20]=[C:19]([I:21])[CH:18]=[CH:17][C:16]=2[O:22][CH2:26][O:27][CH3:28])[CH:6]=[C:7]([C:9]([F:10])([F:11])[F:12])[CH:8]=1. The yield is 0.763. (2) The product is [Cl:20][C:3]1[CH:2]=[CH:7][C:6]([S:8]([NH:11][C:12]2[CH:13]=[N:14][CH:15]=[CH:16][CH:17]=2)(=[O:10])=[O:9])=[C:5]([O:18][CH3:19])[CH:4]=1. The yield is 0.250. The catalyst is CCO.CN(C=O)C.[Pd]. The reactants are Br[C:2]1[C:3]([Cl:20])=[CH:4][C:5]([O:18][CH3:19])=[C:6]([S:8]([NH:11][C:12]2[CH:13]=[N:14][CH:15]=[CH:16][CH:17]=2)(=[O:10])=[O:9])[CH:7]=1. (3) The reactants are C(OC([NH:8][C@H:9]([C:14](O)=[O:15])[CH2:10][CH:11]([CH3:13])[CH3:12])=O)(C)(C)C.[F:17][C:18]([F:31])([F:30])[C:19]1[CH:20]=[C:21]([CH:23]=[C:24]([C:26]([F:29])([F:28])[F:27])[CH:25]=1)[NH2:22]. No catalyst specified. The product is [NH2:8][C@@H:9]([CH2:10][CH:11]([CH3:13])[CH3:12])[C:14]([NH:22][C:21]1[CH:20]=[C:19]([C:18]([F:30])([F:31])[F:17])[CH:25]=[C:24]([C:26]([F:27])([F:28])[F:29])[CH:23]=1)=[O:15]. The yield is 0.252. (4) The product is [CH2:1]([O:8][C:9](=[O:39])[N:10]([CH:12]([C:14](=[O:38])[NH:15][CH:16]([C:21]([N:23]1[CH2:27][CH2:26][CH:25]2[N:28]([C:32](=[O:37])[NH:33][CH:34]([CH3:35])[CH3:36])[CH2:29][CH:30]([O:31][C:48](=[O:49])[NH:47][CH2:40][C:41]3[CH:46]=[CH:45][CH:44]=[CH:43][CH:42]=3)[CH:24]12)=[O:22])[C:17]([CH3:18])([CH3:19])[CH3:20])[CH3:13])[CH3:11])[C:2]1[CH:3]=[CH:4][CH:5]=[CH:6][CH:7]=1. The catalyst is C(#N)C.CO. The yield is 0.720. The reactants are [CH2:1]([O:8][C:9](=[O:39])[N:10]([CH:12]([C:14](=[O:38])[NH:15][CH:16]([C:21]([N:23]1[CH2:27][CH2:26][CH:25]2[N:28]([C:32](=[O:37])[NH:33][CH:34]([CH3:36])[CH3:35])[CH2:29][CH:30]([OH:31])[CH:24]12)=[O:22])[C:17]([CH3:20])([CH3:19])[CH3:18])[CH3:13])[CH3:11])[C:2]1[CH:7]=[CH:6][CH:5]=[CH:4][CH:3]=1.[CH2:40]([N:47]=[C:48]=[O:49])[C:41]1[CH:46]=[CH:45][CH:44]=[CH:43][CH:42]=1.[NH4+].[OH-]. (5) The reactants are C(OC([NH:8][C@H:9]1[CH2:14][CH2:13][CH2:12][CH2:11][C@H:10]1[NH:15][C:16]1[N:21]=[C:20]([C:22]2[S:26][N:25]=[CH:24][CH:23]=2)[C:19]2[C:27](=[O:37])[N:28](C(OC(C)(C)C)=O)[CH2:29][C:18]=2[C:17]=1[F:38])=O)(C)(C)C.Cl.O1CCOCC1.CCO. The catalyst is CO. The product is [NH2:8][C@H:9]1[CH2:14][CH2:13][CH2:12][CH2:11][C@H:10]1[NH:15][C:16]1[N:21]=[C:20]([C:22]2[S:26][N:25]=[CH:24][CH:23]=2)[C:19]2[C:27](=[O:37])[NH:28][CH2:29][C:18]=2[C:17]=1[F:38]. The yield is 0.400. (6) The reactants are [H-].[Al+3].[Li+].[H-].[H-].[H-].C(O[C:12](=O)[NH:13][CH:14]1[CH:21]2[CH2:22][CH:17]3[CH2:18][C:19]([OH:24])([CH2:23][CH:15]1[CH2:16]3)[CH2:20]2)(C)(C)C. The catalyst is C1COCC1. The product is [CH3:12][NH:13][CH:14]1[CH:21]2[CH2:22][CH:17]3[CH2:18][C:19]([OH:24])([CH2:23][CH:15]1[CH2:16]3)[CH2:20]2. The yield is 0.900. (7) The yield is 0.400. The product is [F:37][C:38]1[CH:43]=[CH:42][C:41]([NH:44][C:45]([NH:1][C:2]2[CH:7]=[CH:6][CH:5]=[C:4]([N:8]([CH2:16][C:17]3[CH:22]=[CH:21][CH:20]=[C:19]([O:23][C:24]([F:28])([F:29])[CH:25]([F:26])[F:27])[CH:18]=3)[CH2:9][CH:10]([OH:15])[C:11]([F:14])([F:13])[F:12])[CH:3]=2)=[O:46])=[CH:40][CH:39]=1. The reactants are [NH2:1][C:2]1[CH:3]=[C:4]([N:8]([CH2:16][C:17]2[CH:22]=[CH:21][CH:20]=[C:19]([O:23][C:24]([F:29])([F:28])[CH:25]([F:27])[F:26])[CH:18]=2)[CH2:9][CH:10]([OH:15])[C:11]([F:14])([F:13])[F:12])[CH:5]=[CH:6][CH:7]=1.C(N(CC)CC)C.[F:37][C:38]1[CH:43]=[CH:42][C:41]([N:44]=[C:45]=[O:46])=[CH:40][CH:39]=1. The catalyst is ClCCl. (8) The reactants are C([O-])([O-])=O.[Cs+].[Cs+].[Cl:7][C:8]1[CH:13]=[CH:12][C:11]([C:14]2[C:18]3[CH2:19][N:20]([C:23](=[O:25])[CH3:24])[CH2:21][CH2:22][C:17]=3[NH:16][N:15]=2)=[CH:10][CH:9]=1.Br[CH2:27][CH2:28][CH2:29][Cl:30].O. The catalyst is CN(C=O)C. The product is [Cl:7][C:8]1[CH:9]=[CH:10][C:11]([C:14]2[C:18]3[CH2:19][N:20]([C:23](=[O:25])[CH3:24])[CH2:21][CH2:22][C:17]=3[N:16]([CH2:27][CH2:28][CH2:29][Cl:30])[N:15]=2)=[CH:12][CH:13]=1. The yield is 0.830. (9) The reactants are C([O:8][N:9]1[C:15](=[O:16])[N:14]2[CH2:17][C@H:10]1[CH2:11][CH2:12][C@H:13]2[C:18]([NH:20][O:21][CH2:22][CH:23]1[O:28][CH2:27][CH2:26][N:25]([C:29]([O:31][C:32]([CH3:35])([CH3:34])[CH3:33])=[O:30])[CH2:24]1)=[O:19])C1C=CC=CC=1. The catalyst is CO.[Pd]. The product is [OH:8][N:9]1[C:15](=[O:16])[N:14]2[CH2:17][C@H:10]1[CH2:11][CH2:12][C@H:13]2[C:18]([NH:20][O:21][CH2:22][CH:23]1[O:28][CH2:27][CH2:26][N:25]([C:29]([O:31][C:32]([CH3:35])([CH3:34])[CH3:33])=[O:30])[CH2:24]1)=[O:19]. The yield is 1.00. (10) The reactants are [CH2:1]([O:8][CH:9]1[CH2:15][CH2:14][CH2:13][N:12]([S:16]([C:19]2[CH:20]=[C:21]([CH:26]=[CH:27][C:28]=2Br)[C:22]([O:24][CH3:25])=[O:23])(=[O:18])=[O:17])[CH2:11][CH2:10]1)[C:2]1[CH:7]=[CH:6][CH:5]=[CH:4][CH:3]=1.[CH2:30]([Sn](CCCC)(CCCC)CCCC)[CH:31]=[CH2:32].CCOC(C)=O.O. The catalyst is C1(C)C=CC=CC=1.C1C=CC([P]([Pd]([P](C2C=CC=CC=2)(C2C=CC=CC=2)C2C=CC=CC=2)([P](C2C=CC=CC=2)(C2C=CC=CC=2)C2C=CC=CC=2)[P](C2C=CC=CC=2)(C2C=CC=CC=2)C2C=CC=CC=2)(C2C=CC=CC=2)C2C=CC=CC=2)=CC=1. The product is [CH2:32]([C:28]1[CH:27]=[CH:26][C:21]([C:22]([O:24][CH3:25])=[O:23])=[CH:20][C:19]=1[S:16]([N:12]1[CH2:13][CH2:14][CH2:15][CH:9]([O:8][CH2:1][C:2]2[CH:7]=[CH:6][CH:5]=[CH:4][CH:3]=2)[CH2:10][CH2:11]1)(=[O:18])=[O:17])[CH:31]=[CH2:30]. The yield is 0.528.